Task: Predict the reactants needed to synthesize the given product.. Dataset: Full USPTO retrosynthesis dataset with 1.9M reactions from patents (1976-2016) Given the product [CH3:23][C:21]1[N:22]=[C:16]2[N:17]([CH:18]=[N:19][C:14]([CH2:13][C:12]3[S:11][CH:10]=[N:9][C:8]=3[C:3]3[N:4]=[CH:5][CH:6]=[CH:7][C:2]=3[C:27]#[N:28])=[C:15]2[CH2:24][CH2:25][CH3:26])[N:20]=1, predict the reactants needed to synthesize it. The reactants are: Br[C:2]1[C:3]([C:8]2[N:9]=[CH:10][S:11][C:12]=2[CH2:13][C:14]2[N:19]=[CH:18][N:17]3[N:20]=[C:21]([CH3:23])[N:22]=[C:16]3[C:15]=2[CH2:24][CH2:25][CH3:26])=[N:4][CH:5]=[CH:6][CH:7]=1.[CH3:27][N:28](C=O)C.